Dataset: Forward reaction prediction with 1.9M reactions from USPTO patents (1976-2016). Task: Predict the product of the given reaction. (1) Given the reactants [F:1][CH2:2][C:3]([CH2:7][F:8])([CH3:6])[CH2:4][OH:5].[CH2:9]([O:16][C@@H:17]([C@@H:43]1[NH:48][C@@H:47]([CH3:49])[CH:46](O)[O:45][CH2:44]1)[C@@H:18]([N:28]([CH2:36][C:37]1[CH:42]=[CH:41][CH:40]=[CH:39][CH:38]=1)[CH2:29][C:30]1[CH:35]=[CH:34][CH:33]=[CH:32][CH:31]=1)[CH2:19][C:20]1[CH:25]=[C:24]([F:26])[CH:23]=[C:22]([F:27])[CH:21]=1)[C:10]1[CH:15]=[CH:14][CH:13]=[CH:12][CH:11]=1, predict the reaction product. The product is: [CH2:36]([N:28]([CH2:29][C:30]1[CH:35]=[CH:34][CH:33]=[CH:32][CH:31]=1)[C@@H:18]([CH2:19][C:20]1[CH:25]=[C:24]([F:26])[CH:23]=[C:22]([F:27])[CH:21]=1)[C@@H:17]([O:16][CH2:9][C:10]1[CH:15]=[CH:14][CH:13]=[CH:12][CH:11]=1)[C@H:43]1[CH2:44][O:45][C@@H:46]([O:5][CH2:4][C:3]([CH2:7][F:8])([CH2:2][F:1])[CH3:6])[C@H:47]([CH3:49])[NH:48]1)[C:37]1[CH:42]=[CH:41][CH:40]=[CH:39][CH:38]=1. (2) Given the reactants [CH2:1]([NH2:13])[CH2:2][CH2:3][CH2:4][CH2:5][CH2:6][CH2:7][CH2:8][CH2:9][CH2:10][CH2:11][CH3:12].IC1C=CC(C[N:20]([C:52](=[O:56])[C:53]([OH:55])=[O:54])[CH2:21][C:22]2[CH:27]=[CH:26][C:25]([C:28]3[CH:33]=[CH:32][C:31]([C:34](NCCC4C=CC(OC5C=CC=CC=5)=CC=4)=[O:35])=[CH:30][CH:29]=3)=[CH:24][CH:23]=2)=CC=1.[F:59][C:60]([F:71])([F:70])[O:61][C:62]1[CH:63]=[C:64]([CH:67]=[CH:68][CH:69]=1)[CH:65]=O, predict the reaction product. The product is: [CH2:1]([NH:13][C:34]([C:31]1[CH:30]=[CH:29][C:28]([C:25]2[CH:26]=[CH:27][C:22]([CH2:21][N:20]([C:52](=[O:56])[C:53]([OH:55])=[O:54])[CH2:65][C:64]3[CH:67]=[CH:68][CH:69]=[C:62]([O:61][C:60]([F:71])([F:70])[F:59])[CH:63]=3)=[CH:23][CH:24]=2)=[CH:33][CH:32]=1)=[O:35])[CH2:2][CH2:3][CH2:4][CH2:5][CH2:6][CH2:7][CH2:8][CH2:9][CH2:10][CH2:11][CH3:12]. (3) Given the reactants [Br:1][C:2]1[CH:7]=[C:6]([C:8]([CH3:11])([CH3:10])[CH3:9])[CH:5]=[CH:4][C:3]=1[O:12][CH3:13].[N+:14]([O-:17])([OH:16])=[O:15], predict the reaction product. The product is: [N+:14]([O-:17])([OH:16])=[O:15].[Br:1][C:2]1[CH:7]=[C:6]([C:8]([CH3:10])([CH3:9])[CH3:11])[CH:5]=[C:4]([N+:14]([O-:16])=[O:15])[C:3]=1[O:12][CH3:13]. (4) Given the reactants [Cl:1][CH2:2][C@H:3]1[C:11]2[C:10]3[CH:12]=[CH:13][CH:14]=[CH:15][C:9]=3[C:8]([O:16][CH2:17][C:18]3[CH:23]=[CH:22][C:21]([NH:24][C:25](=[O:59])[C@@H:26]([NH:34][C:35](=[O:58])[C@@H:36]([NH:40][C:41](=[O:57])[O:42][CH2:43][CH:44]4[C:56]5[CH:55]=[CH:54][CH:53]=[CH:52][C:51]=5[C:50]5[C:45]4=[CH:46][CH:47]=[CH:48][CH:49]=5)[CH:37]([CH3:39])[CH3:38])[CH2:27][CH2:28][CH2:29][NH:30][C:31]([NH2:33])=[O:32])=[CH:20][CH:19]=3)=[CH:7][C:6]=2[NH:5][CH2:4]1.[Cl:60][CH2:61][C@H:62]1[C:70]2[C:69]3[CH:71]=[CH:72][CH:73]=[CH:74][C:68]=3[C:67]([OH:75])=[CH:66][C:65]=2[N:64]([C:76](=[O:83])[CH2:77][CH2:78][CH2:79][C:80](O)=[O:81])[CH2:63]1.CCN=C=NCCCN(C)C.Cl.CC1C=CC(S(O)(=O)=O)=CC=1, predict the reaction product. The product is: [Cl:1][CH2:2][C@H:3]1[C:11]2[C:10]3[CH:12]=[CH:13][CH:14]=[CH:15][C:9]=3[C:8]([O:16][CH2:17][C:18]3[CH:19]=[CH:20][C:21]([NH:24][C:25](=[O:59])[C@@H:26]([NH:34][C:35](=[O:58])[C@@H:36]([NH:40][C:41](=[O:57])[O:42][CH2:43][CH:44]4[C:45]5[CH:46]=[CH:47][CH:48]=[CH:49][C:50]=5[C:51]5[C:56]4=[CH:55][CH:54]=[CH:53][CH:52]=5)[CH:37]([CH3:39])[CH3:38])[CH2:27][CH2:28][CH2:29][NH:30][C:31]([NH2:33])=[O:32])=[CH:22][CH:23]=3)=[CH:7][C:6]=2[N:5]([C:80](=[O:81])[CH2:79][CH2:78][CH2:77][C:76]([N:64]2[C:65]3[CH:66]=[C:67]([OH:75])[C:68]4[CH:74]=[CH:73][CH:72]=[CH:71][C:69]=4[C:70]=3[C@H:62]([CH2:61][Cl:60])[CH2:63]2)=[O:83])[CH2:4]1. (5) The product is: [CH3:10][O:9][N:8]([CH3:11])[C:6]1[N:5]=[C:4]([NH:12][CH2:13][CH2:14][CH3:15])[N:3]=[C:2]([NH:1][C:16](=[O:19])[CH2:17][CH3:18])[N:7]=1. Given the reactants [NH2:1][C:2]1[N:7]=[C:6]([N:8]([CH3:11])[O:9][CH3:10])[N:5]=[C:4]([NH:12][CH2:13][CH2:14][CH3:15])[N:3]=1.[C:16](Cl)(=[O:19])[CH2:17][CH3:18].CCN(C(C)C)C(C)C, predict the reaction product. (6) Given the reactants [CH2:1]([NH:8][C:9](=[O:49])[N:10]([C:20]1[N:25]=[CH:24][N:23]=[C:22]([N:26]([C:34]2[CH:39]=[CH:38][C:37]([N:40]3[CH2:45][CH2:44][N:43]([CH3:46])[CH2:42][CH2:41]3)=[CH:36][C:35]=2[O:47][CH3:48])C(=O)OC(C)(C)C)[CH:21]=1)[C:11]1[CH:16]=[CH:15][CH:14]=[C:13]([N+:17]([O-])=O)[CH:12]=1)[C:2]1[CH:7]=[CH:6][CH:5]=[CH:4][CH:3]=1.O.O.[Sn](Cl)Cl.Cl.[OH-].[NH4+].C([O-])([O-])=O.[Na+].[Na+], predict the reaction product. The product is: [NH2:17][C:13]1[CH:12]=[C:11]([N:10]([C:20]2[CH:21]=[C:22]([NH:26][C:34]3[CH:39]=[CH:38][C:37]([N:40]4[CH2:41][CH2:42][N:43]([CH3:46])[CH2:44][CH2:45]4)=[CH:36][C:35]=3[O:47][CH3:48])[N:23]=[CH:24][N:25]=2)[C:9]([NH:8][CH2:1][C:2]2[CH:3]=[CH:4][CH:5]=[CH:6][CH:7]=2)=[O:49])[CH:16]=[CH:15][CH:14]=1.